This data is from Full USPTO retrosynthesis dataset with 1.9M reactions from patents (1976-2016). The task is: Predict the reactants needed to synthesize the given product. (1) Given the product [F:4][C:3]([F:6])([F:5])[C:1]([OH:7])=[O:2].[F:4][C:3]([F:6])([F:5])[C:1]([OH:7])=[O:2].[NH2:15][CH2:16][C:17]1[CH:49]=[CH:48][C:47]([Cl:50])=[CH:46][C:18]=1[CH2:19][NH:20][C:21]([C@@H:23]1[CH2:27][CH2:26][CH2:25][N:24]1[C:28]([CH:30]1[C:38]2[C:33](=[CH:34][CH:35]=[CH:36][CH:37]=2)[NH:32][CH2:31]1)=[O:29])=[O:22], predict the reactants needed to synthesize it. The reactants are: [C:1]([OH:7])([C:3]([F:6])([F:5])[F:4])=[O:2].C(OC([NH:15][CH2:16][C:17]1[CH:49]=[CH:48][C:47]([Cl:50])=[CH:46][C:18]=1[CH2:19][NH:20][C:21]([C@@H:23]1[CH2:27][CH2:26][CH2:25][N:24]1[C:28]([CH:30]1[C:38]2[C:33](=[CH:34][CH:35]=[CH:36][CH:37]=2)[N:32](C(OC(C)(C)C)=O)[CH2:31]1)=[O:29])=[O:22])=O)(C)(C)C. (2) Given the product [Br:21][CH2:16][C:15]([C:11]1[C:12]([CH3:14])=[CH:13][C:8]([O:7][C:6]2[CH:19]=[CH:20][C:3]([CH2:1][CH3:2])=[CH:4][CH:5]=2)=[CH:9][C:10]=1[CH3:18])=[O:17], predict the reactants needed to synthesize it. The reactants are: [CH2:1]([C:3]1[CH:20]=[CH:19][C:6]([O:7][C:8]2[CH:13]=[C:12]([CH3:14])[C:11]([C:15](=[O:17])[CH3:16])=[C:10]([CH3:18])[CH:9]=2)=[CH:5][CH:4]=1)[CH3:2].[Br-:21].[Br-].[Br-].C([N+](CCCC)(CCCC)CCCC)CCC.C([N+](CCCC)(CCCC)CCCC)CCC.C([N+](CCCC)(CCCC)CCCC)CCC. (3) Given the product [Cl:1][C:2]1[CH:7]=[C:6]([F:8])[CH:5]=[CH:4][C:3]=1[C:9]1[CH:18]=[C:17]([CH2:19][N:20]2[CH2:25][CH:24]3[CH2:26][CH:21]2[CH2:22][N:23]3[CH:27]([CH3:29])[CH3:28])[CH:16]=[C:15]2[C:10]=1[CH2:11][NH:12][C:13](=[O:38])[N:14]2[C:30]1[C:31]([Cl:37])=[CH:32][CH:33]=[CH:34][C:35]=1[Cl:36], predict the reactants needed to synthesize it. The reactants are: [Cl:1][C:2]1[CH:7]=[C:6]([F:8])[CH:5]=[CH:4][C:3]=1[C:9]1[CH:18]=[C:17]([CH2:19][N:20]2[CH2:25][CH:24]3[CH2:26][CH:21]2[CH2:22][N:23]3[CH:27]([CH3:29])[CH3:28])[CH:16]=[C:15]2[C:10]=1[CH2:11][N:12](CC1C=CC(OC)=CC=1)[C:13](=[O:38])[N:14]2[C:30]1[C:35]([Cl:36])=[CH:34][CH:33]=[CH:32][C:31]=1[Cl:37].[OH-].[Na+]. (4) Given the product [C:3]1([CH:2]([N:9]2[CH:12]([C:13]([O:15][CH2:23][CH3:24])=[O:14])[CH2:21][C:19]([CH3:20])=[CH:18][CH2:17]2)[CH3:1])[CH:8]=[CH:7][CH:6]=[CH:5][CH:4]=1, predict the reactants needed to synthesize it. The reactants are: [CH3:1][CH:2]([NH2:9])[C:3]1[CH:8]=[CH:7][CH:6]=[CH:5][CH:4]=1.C([C:12](=O)[C:13]([O-:15])=[O:14])C.[CH2:17]=[CH:18][C:19](=[CH2:21])[CH3:20].F[C:23](F)(F)[C:24](O)=O.B(F)(F)F.C(=O)(O)[O-].[Na+]. (5) Given the product [CH3:19][O:18][C:11]1[CH:12]=[C:13]([O:16][CH3:17])[CH:14]=[CH:15][C:10]=1[CH:8]1[N:7]([S:20][C:21]2[CH:26]=[CH:25][CH:24]=[CH:23][C:22]=2[N+:27]([O-:29])=[O:28])[CH:6]([C:30]2[CH:35]=[CH:34][CH:33]=[CH:32][CH:31]=2)[CH:5]([C:3]([O-:4])=[O:2])[O:9]1.[Na+:37], predict the reactants needed to synthesize it. The reactants are: C[O:2][C:3]([CH:5]1[O:9][CH:8]([C:10]2[CH:15]=[CH:14][C:13]([O:16][CH3:17])=[CH:12][C:11]=2[O:18][CH3:19])[N:7]([S:20][C:21]2[CH:26]=[CH:25][CH:24]=[CH:23][C:22]=2[N+:27]([O-:29])=[O:28])[CH:6]1[C:30]1[CH:35]=[CH:34][CH:33]=[CH:32][CH:31]=1)=[O:4].[OH-].[Na+:37].